This data is from Forward reaction prediction with 1.9M reactions from USPTO patents (1976-2016). The task is: Predict the product of the given reaction. (1) Given the reactants [CH2:1]([N:8]1[C:13](=[O:14])[C:12]2[C:15]([Br:19])=[C:16]([Br:18])[S:17][C:11]=2[N:10]=[C:9]1[CH:20](Br)[CH:21]([CH3:23])[CH3:22])[C:2]1[CH:7]=[CH:6][CH:5]=[CH:4][CH:3]=1.[N-:25]=[N+:26]=[N-:27].[Na+].CCOCC, predict the reaction product. The product is: [N:25]([CH:20]([C:9]1[N:8]([CH2:1][C:2]2[CH:7]=[CH:6][CH:5]=[CH:4][CH:3]=2)[C:13](=[O:14])[C:12]2[C:15]([Br:19])=[C:16]([Br:18])[S:17][C:11]=2[N:10]=1)[CH:21]([CH3:23])[CH3:22])=[N+:26]=[N-:27]. (2) Given the reactants [NH2:1][CH:2]1[CH2:7][CH2:6][N:5]([CH2:8][CH:9]2[N:19]3[C:20]4[N:11]([C:12](=[O:22])[CH:13]=[CH:14][C:15]=4[N:16]=[CH:17][C:18]3=[O:21])[CH2:10]2)[CH2:4][CH2:3]1.[O-]S([O-])(=O)=O.[Mg+2].[F:29][C:30]1[CH:31]=[C:32]([O:36][CH2:37][CH:38]=O)[CH:33]=[CH:34][CH:35]=1.[BH-](OC(C)=O)(OC(C)=O)OC(C)=O.[Na+], predict the reaction product. The product is: [F:29][C:30]1[CH:31]=[C:32]([O:36][CH2:37][CH2:38][NH:1][CH:2]2[CH2:7][CH2:6][N:5]([CH2:8][CH:9]3[N:19]4[C:20]5[N:11]([C:12](=[O:22])[CH:13]=[CH:14][C:15]=5[N:16]=[CH:17][C:18]4=[O:21])[CH2:10]3)[CH2:4][CH2:3]2)[CH:33]=[CH:34][CH:35]=1. (3) Given the reactants [ClH:1].Cl.[N:3]1([C:8]2[CH:9]=[C:10]([C:14]3[O:15][C:16]4[CH:32]=[CH:31][C:30]([NH:33][C:34](=[NH:36])[CH3:35])=[CH:29][C:17]=4[C:18](=[O:28])[C:19]=3[O:20]CC3C=CC=CC=3)[CH:11]=[CH:12][CH:13]=2)[CH:7]=[CH:6][N:5]=[CH:4]1.C(Cl)(Cl)[Cl:38].CO.N, predict the reaction product. The product is: [ClH:38].[ClH:1].[N:3]1([C:8]2[CH:9]=[C:10]([C:14]3[O:15][C:16]4[CH:32]=[CH:31][C:30]([NH:33][C:34](=[NH:36])[CH3:35])=[CH:29][C:17]=4[C:18](=[O:28])[C:19]=3[OH:20])[CH:11]=[CH:12][CH:13]=2)[CH:7]=[CH:6][N:5]=[CH:4]1. (4) Given the reactants [Cl:1][C:2]1[N:7]=[C:6]([C:8]2[O:9][CH:10]=[CH:11][CH:12]=2)[C:5]([O:13][CH3:14])=[C:4](Cl)[N:3]=1.[NH3:16], predict the reaction product. The product is: [NH2:16][C:4]1[N:3]=[C:2]([Cl:1])[N:7]=[C:6]([C:8]2[O:9][CH:10]=[CH:11][CH:12]=2)[C:5]=1[O:13][CH3:14]. (5) Given the reactants [Cl:1][C:2]1[CH:18]=[CH:17][C:16]([Cl:19])=[CH:15][C:3]=1[C:4]([NH:6][C:7]1[CH:12]=[CH:11][C:10]([Cl:13])=[CH:9][C:8]=1I)=O.[NH:20]1CCC[C@H]1C(O)=O.[H-].[Na+].N, predict the reaction product. The product is: [Cl:13][C:10]1[CH:11]=[CH:12][C:7]2[NH:6][C:4]([C:3]3[CH:15]=[C:16]([Cl:19])[CH:17]=[CH:18][C:2]=3[Cl:1])=[N:20][C:8]=2[CH:9]=1. (6) Given the reactants [CH3:1][O:2][C:3]1[CH:30]=[CH:29][CH:28]=[CH:27][C:4]=1[CH2:5][N:6]1[CH2:10][CH2:9][C:8]([CH2:18][C:19]2[CH:24]=[CH:23][C:22]([F:25])=[CH:21][CH:20]=2)([CH2:11][CH2:12]OS(C)(=O)=O)[C:7]1=[O:26].[CH2:31]([O:33][CH2:34][CH2:35][N:36]1[C:40]2[CH:41]=[CH:42][CH:43]=[CH:44][C:39]=2[N:38]=[C:37]1[N:45]1[CH2:51][CH2:50][CH2:49][NH:48][CH2:47][CH2:46]1)[CH3:32], predict the reaction product. The product is: [CH3:1][O:2][C:3]1[CH:30]=[CH:29][CH:28]=[CH:27][C:4]=1[CH2:5][N:6]1[CH2:10][CH2:9][C:8]([CH2:11][CH2:12][N:48]2[CH2:49][CH2:50][CH2:51][N:45]([C:37]3[N:36]([CH2:35][CH2:34][O:33][CH2:31][CH3:32])[C:40]4[CH:41]=[CH:42][CH:43]=[CH:44][C:39]=4[N:38]=3)[CH2:46][CH2:47]2)([CH2:18][C:19]2[CH:24]=[CH:23][C:22]([F:25])=[CH:21][CH:20]=2)[C:7]1=[O:26].